From a dataset of Forward reaction prediction with 1.9M reactions from USPTO patents (1976-2016). Predict the product of the given reaction. (1) Given the reactants [Cl:1][C:2]1[CH:25]=[CH:24][C:5]([NH:6][C:7]2[C:16]3[C:11](=[CH:12][CH:13]=[CH:14][CH:15]=3)[C:10]([CH2:17][C:18]3[CH:23]=[CH:22][N:21]=[CH:20][CH:19]=3)=[N:9][N:8]=2)=[CH:4][CH:3]=1.[ClH:26].CCOCC, predict the reaction product. The product is: [ClH:1].[ClH:26].[Cl:1][C:2]1[CH:3]=[CH:4][C:5]([NH:6][C:7]2[C:16]3[C:11](=[CH:12][CH:13]=[CH:14][CH:15]=3)[C:10]([CH2:17][C:18]3[CH:23]=[CH:22][N:21]=[CH:20][CH:19]=3)=[N:9][N:8]=2)=[CH:24][CH:25]=1. (2) Given the reactants [CH:1]([C:3]1[CH:11]=[CH:10][CH:9]=[CH:8][C:4]=1[C:5]([OH:7])=O)=O.C(N(CC)CC)C.[C:19]1([C:25]2([C:35]3[CH:40]=[CH:39][CH:38]=[CH:37][CH:36]=3)[CH:29]3[CH2:30][NH:31][CH2:32][CH2:33][N:28]3[C:27](=[O:34])[O:26]2)[CH:24]=[CH:23][CH:22]=[CH:21][CH:20]=1.[NH:41]1[CH2:46][CH:45]=[CH:44][CH2:43][CH2:42]1.C(O[BH-](OC(=O)C)OC(=O)C)(=O)C.[Na+], predict the reaction product. The product is: [N:41]1([CH2:1][C:3]2[CH:11]=[CH:10][CH:9]=[CH:8][C:4]=2[C:5]([N:31]2[CH2:32][CH2:33][N:28]3[C:27](=[O:34])[O:26][C:25]([C:19]4[CH:24]=[CH:23][CH:22]=[CH:21][CH:20]=4)([C:35]4[CH:36]=[CH:37][CH:38]=[CH:39][CH:40]=4)[CH:29]3[CH2:30]2)=[O:7])[CH2:42][CH:43]=[CH:44][CH2:45][CH2:46]1. (3) Given the reactants [NH2:1][C:2]1[C:7]([F:8])=[C:6]([Cl:9])[N:5]=[C:4]([C:10]([O:12][CH3:13])=[O:11])[C:3]=1/[CH:14]=[CH:15]/[Si](C)(C)C.[Cl:20]N1C(=O)CCC1=O.O, predict the reaction product. The product is: [NH2:1][C:2]1[C:7]([F:8])=[C:6]([Cl:9])[N:5]=[C:4]([C:10]([O:12][CH3:13])=[O:11])[C:3]=1/[CH:14]=[CH:15]/[Cl:20].